Dataset: Catalyst prediction with 721,799 reactions and 888 catalyst types from USPTO. Task: Predict which catalyst facilitates the given reaction. (1) Reactant: [Cl:1][C:2]1[CH:3]=[C:4]([C:8]2[C:12]3[CH2:13][C:14]4[S:15][CH:16]=[CH:17][C:18]=4[C:11]=3[NH:10][N:9]=2)[CH:5]=[CH:6][CH:7]=1.C([O-])([O-])=[O:20].[Cs+].[Cs+]. Product: [Cl:1][C:2]1[CH:3]=[C:4]([C:8]2[C:12]3[C:13](=[O:20])[C:14]4[S:15][CH:16]=[CH:17][C:18]=4[C:11]=3[NH:10][N:9]=2)[CH:5]=[CH:6][CH:7]=1. The catalyst class is: 3. (2) Reactant: [CH3:1][O:2][C:3]1[CH:4]=[C:5]([O:21][C:22]2[CH:23]=[N:24][C:25]([S:28]([CH3:31])(=[O:30])=[O:29])=[CH:26][CH:27]=2)[CH:6]=[C:7]2[C:11]=1[NH:10][C:9]([C:12]1[S:13][CH:14]([CH2:17][C:18]([OH:20])=O)[CH2:15][N:16]=1)=[CH:8]2.Cl.[CH2:33]([N:35]=[C:36]=NCCCN(C)C)C.ON1C2C=CC=CC=2N=N1.CNC. Product: [CH3:1][O:2][C:3]1[CH:4]=[C:5]([O:21][C:22]2[CH:23]=[N:24][C:25]([S:28]([CH3:31])(=[O:30])=[O:29])=[CH:26][CH:27]=2)[CH:6]=[C:7]2[C:11]=1[NH:10][C:9]([C:12]1[S:13][CH:14]([CH2:17][C:18]([N:35]([CH3:36])[CH3:33])=[O:20])[CH2:15][N:16]=1)=[CH:8]2. The catalyst class is: 145. (3) Reactant: C(OC(=O)[NH:7][CH2:8][C:9]1[C:10]([Br:39])=[N:11][C:12]([N:15]2[CH2:19][CH2:18][C:17]([C:24]3[CH:29]=[C:28]([C:30]([F:33])([F:32])[F:31])[CH:27]=[C:26]([C:34]([F:37])([F:36])[F:35])[CH:25]=3)([C:20]([F:23])([F:22])[F:21])[CH:16]2[OH:38])=[CH:13][CH:14]=1)(C)(C)C.Cl.C(=O)([O-])[O-].[Na+].[Na+]. Product: [NH2:7][CH2:8][C:9]1[CH:14]=[CH:13][C:12]([N:15]2[CH2:19][CH2:18][C:17]([C:24]3[CH:25]=[C:26]([C:34]([F:35])([F:36])[F:37])[CH:27]=[C:28]([C:30]([F:33])([F:32])[F:31])[CH:29]=3)([C:20]([F:22])([F:23])[F:21])[CH:16]2[OH:38])=[N:11][C:10]=1[Br:39]. The catalyst class is: 13. (4) Reactant: [Cl:1][C:2]1[CH:7]=[CH:6][C:5]([S:8]([C:11]2([C:26]3[CH:31]=[C:30]([F:32])[CH:29]=[CH:28][C:27]=3[F:33])[CH2:16][CH2:15][CH:14]([CH2:17][S:18]([N:21]3[CH2:24][CH:23]([OH:25])[CH2:22]3)(=[O:20])=[O:19])[CH2:13][CH2:12]2)(=[O:10])=[O:9])=[CH:4][CH:3]=1.C(N(CC)CC)C.[CH3:41][S:42](Cl)(=[O:44])=[O:43].C(OCC)(=O)C. Product: [Cl:1][C:2]1[CH:7]=[CH:6][C:5]([S:8]([C:11]2([C:26]3[CH:31]=[C:30]([F:32])[CH:29]=[CH:28][C:27]=3[F:33])[CH2:12][CH2:13][CH:14]([CH2:17][S:18]([N:21]3[CH2:24][CH:23]([O:25][S:42]([CH3:41])(=[O:44])=[O:43])[CH2:22]3)(=[O:19])=[O:20])[CH2:15][CH2:16]2)(=[O:10])=[O:9])=[CH:4][CH:3]=1. The catalyst class is: 4. (5) Reactant: [CH:1]1([OH:9])[CH2:8][CH2:7][CH2:6][CH2:5][CH2:4][CH:3]=[CH:2]1.C([N:13]([CH:16]([CH3:18])[CH3:17])[CH2:14]C)(C)C.[OH:19]N1C2C=CC=CC=2N=N1.NC1C=[CH:34][C:33]([CH:36]([OH:42])[C:37]([O:39][CH2:40][CH3:41])=[O:38])=[CH:32]C=1. Product: [CH:1]1([O:9][C:14]([NH:13][C:16]2[CH:17]=[CH:34][C:33]([CH:36]([OH:42])[C:37]([O:39][CH2:40][CH3:41])=[O:38])=[CH:32][CH:18]=2)=[O:19])[CH2:8][CH2:7][CH2:6][CH2:5][CH2:4][CH:3]=[CH:2]1. The catalyst class is: 1. (6) Reactant: [O:1]1[C:5]2[CH:6]=[CH:7][C:8]([C:10]3[S:11][CH:12]=[C:13]([C:15]([OH:17])=O)[N:14]=3)=[CH:9][C:4]=2[CH2:3][CH2:2]1.[N:18]1[CH:23]=[CH:22][C:21]([C:24]2[S:28][C:27]([NH2:29])=[N:26][N:25]=2)=[CH:20][CH:19]=1.CN(C(ON1N=NC2C=CC=CC1=2)=[N+](C)C)C.F[P-](F)(F)(F)(F)F.CCN(C(C)C)C(C)C. Product: [O:1]1[C:5]2[CH:6]=[CH:7][C:8]([C:10]3[S:11][CH:12]=[C:13]([C:15]([NH:29][C:27]4[S:28][C:24]([C:21]5[CH:22]=[CH:23][N:18]=[CH:19][CH:20]=5)=[N:25][N:26]=4)=[O:17])[N:14]=3)=[CH:9][C:4]=2[CH2:3][CH2:2]1. The catalyst class is: 2. (7) The catalyst class is: 318. Product: [CH2:1]([NH:8][C:9]1[C:10]2[N:11]([CH:25]=[CH:26][C:27]=2[C:29]2[CH:34]=[CH:33][CH:32]=[CH:31][CH:30]=2)[N:12]=[C:13]([C:15]2[CH:16]=[C:17]([NH:21][C:22](=[O:24])[CH3:23])[CH:18]=[N:19][CH:20]=2)[CH:14]=1)[C:2]1[CH:7]=[CH:6][CH:5]=[CH:4][CH:3]=1. Reactant: [CH2:1]([NH:8][C:9]1[C:10]2[N:11]([CH:25]=[CH:26][C:27]=2Cl)[N:12]=[C:13]([C:15]2[CH:16]=[C:17]([NH:21][C:22](=[O:24])[CH3:23])[CH:18]=[N:19][CH:20]=2)[CH:14]=1)[C:2]1[CH:7]=[CH:6][CH:5]=[CH:4][CH:3]=1.[C:29]1(B(O)O)[CH:34]=[CH:33][CH:32]=[CH:31][CH:30]=1.C1(P(C2CCCCC2)C2C=CC=CC=2C2C(C(C)C)=CC(C(C)C)=CC=2C(C)C)CCCCC1.C([O-])([O-])=O.[K+].[K+].C(NC1C2N(C=CC=2C2C=CC=CC=2)N=C(C2C=C(S(NC(C)(C)C)(=O)=O)C=NC=2)C=1)C1C=CC=CC=1. (8) Reactant: [OH:1][C:2]([CH3:7])([CH3:6])[C:3](O)=[O:4].ClC(N(C)C)=C(C)C.Cl.[NH2:17][CH2:18][C:19]1[CH:20]=[C:21]([CH2:25][N:26]2[C:34]3[C:29](=[C:30]([O:35][CH3:36])[CH:31]=[CH:32][CH:33]=3)[C:28]([NH:37][S:38]([C:41]3[S:42][C:43]([Cl:46])=[CH:44][CH:45]=3)(=[O:40])=[O:39])=[N:27]2)[CH:22]=[CH:23][CH:24]=1.CCN(C(C)C)C(C)C. Product: [Cl:46][C:43]1[S:42][C:41]([S:38]([NH:37][C:28]2[C:29]3[C:34](=[CH:33][CH:32]=[CH:31][C:30]=3[O:35][CH3:36])[N:26]([CH2:25][C:21]3[CH:20]=[C:19]([CH2:18][NH:17][C:3](=[O:4])[C:2]([OH:1])([CH3:7])[CH3:6])[CH:24]=[CH:23][CH:22]=3)[N:27]=2)(=[O:39])=[O:40])=[CH:45][CH:44]=1. The catalyst class is: 1. (9) Reactant: [Cl:1][C:2]1[CH:7]=[CH:6][C:5]([C:8]2[C:13]([CH:14]=[O:15])=[CH:12][N:11]=[CH:10][CH:9]=2)=[C:4]([F:16])[CH:3]=1.[CH:17]1([Mg]Br)[CH2:19][CH2:18]1. Product: [Cl:1][C:2]1[CH:7]=[CH:6][C:5]([C:8]2[CH:9]=[CH:10][N:11]=[CH:12][C:13]=2[CH:14]([CH:17]2[CH2:19][CH2:18]2)[OH:15])=[C:4]([F:16])[CH:3]=1. The catalyst class is: 1.